Dataset: Catalyst prediction with 721,799 reactions and 888 catalyst types from USPTO. Task: Predict which catalyst facilitates the given reaction. (1) Reactant: C(=O)([O-])[O-].[K+].[K+].[CH3:7][N:8]=[C:9]=[O:10].[Cl:11][C:12]1[C:13]([O:22][C:23]2[C:27]([CH2:28][CH3:29])=[C:26]([CH3:30])[NH:25][N:24]=2)=[N:14][CH:15]=[C:16]([C:18]([F:21])([F:20])[F:19])[CH:17]=1.Cl. Product: [CH3:7][NH:8][C:9]([N:25]1[C:26]([CH3:30])=[C:27]([CH2:28][CH3:29])[C:23]([O:22][C:13]2[C:12]([Cl:11])=[CH:17][C:16]([C:18]([F:21])([F:20])[F:19])=[CH:15][N:14]=2)=[N:24]1)=[O:10]. The catalyst class is: 13. (2) Reactant: Cl[CH2:2][CH2:3][NH:4][S:5]([C:8]1[CH:13]=[CH:12][C:11]([NH:14][C:15]2[CH:20]=[C:19]([O:21][C:22]3[C:23]([CH3:29])=[N:24][C:25]([CH3:28])=[CH:26][CH:27]=3)[CH:18]=[CH:17][N:16]=2)=[CH:10][CH:9]=1)(=[O:7])=[O:6].[NH:30]1[CH2:35][CH2:34][S:33](=[O:37])(=[O:36])[CH2:32][CH2:31]1. Product: [CH3:29][C:23]1[C:22]([O:21][C:19]2[CH:18]=[CH:17][N:16]=[C:15]([NH:14][C:11]3[CH:12]=[CH:13][C:8]([S:5]([NH:4][CH2:3][CH2:2][N:30]4[CH2:35][CH2:34][S:33](=[O:37])(=[O:36])[CH2:32][CH2:31]4)(=[O:7])=[O:6])=[CH:9][CH:10]=3)[CH:20]=2)=[CH:27][CH:26]=[C:25]([CH3:28])[N:24]=1. The catalyst class is: 44. (3) Product: [CH:1]1([CH2:4][NH:5][C@:6]23[CH2:41][CH2:40][C@@H:39]([C:42]([CH3:44])=[CH2:43])[C@@H:7]2[C@@H:8]2[C@@:21]([CH3:24])([CH2:22][CH2:23]3)[C@@:20]3([CH3:25])[C@@H:11]([C@:12]4([CH3:38])[C@@H:17]([CH2:18][CH2:19]3)[C:16]([CH3:26])([CH3:27])[C:15]([C:28]3[CH:37]=[CH:36][C:31]([C:32]([OH:34])=[O:33])=[CH:30][CH:29]=3)=[CH:14][CH2:13]4)[CH2:10][CH2:9]2)[CH2:3][CH2:2]1. The catalyst class is: 12. Reactant: [CH:1]1([CH2:4][NH:5][C@:6]23[CH2:41][CH2:40][C@@H:39]([C:42]([CH3:44])=[CH2:43])[C@@H:7]2[C@@H:8]2[C@@:21]([CH3:24])([CH2:22][CH2:23]3)[C@@:20]3([CH3:25])[C@@H:11]([C@:12]4([CH3:38])[C@@H:17]([CH2:18][CH2:19]3)[C:16]([CH3:27])([CH3:26])[C:15]([C:28]3[CH:37]=[CH:36][C:31]([C:32]([O:34]C)=[O:33])=[CH:30][CH:29]=3)=[CH:14][CH2:13]4)[CH2:10][CH2:9]2)[CH2:3][CH2:2]1.[OH-].[Na+].